This data is from Full USPTO retrosynthesis dataset with 1.9M reactions from patents (1976-2016). The task is: Predict the reactants needed to synthesize the given product. (1) Given the product [Br:1][C:2]1[CH:3]=[C:4]([Cl:9])[C:5]([NH:8][S:11]([C:14]2[CH:15]=[CH:16][C:17]([C:18]([O:20][CH3:21])=[O:19])=[CH:22][CH:23]=2)(=[O:13])=[O:12])=[N:6][CH:7]=1, predict the reactants needed to synthesize it. The reactants are: [Br:1][C:2]1[CH:3]=[C:4]([Cl:9])[C:5]([NH2:8])=[N:6][CH:7]=1.Cl[S:11]([C:14]1[CH:23]=[CH:22][C:17]([C:18]([O:20][CH3:21])=[O:19])=[CH:16][CH:15]=1)(=[O:13])=[O:12]. (2) The reactants are: [CH3:1][S:2]([NH:5][C:6]1[CH:7]=[C:8]([CH:11]=[CH:12][C:13]=1[O:14][CH2:15][CH2:16][N:17]1[CH2:22][CH2:21][O:20][CH2:19][CH2:18]1)[CH:9]=O)(=[O:4])=[O:3].[I-].[NH:24]1[C:32]2[C:27](=[CH:28][CH:29]=[CH:30][CH:31]=2)[C:26]([CH2:33][P+](C2C=CC=CC=2)(C2C=CC=CC=2)C2C=CC=CC=2)=[N:25]1.C(=O)([O-])[O-].[K+].[K+]. Given the product [NH:24]1[C:32]2[C:27](=[CH:28][CH:29]=[CH:30][CH:31]=2)[C:26](/[CH:33]=[CH:9]/[C:8]2[CH:11]=[CH:12][C:13]([O:14][CH2:15][CH2:16][N:17]3[CH2:22][CH2:21][O:20][CH2:19][CH2:18]3)=[C:6]([NH:5][S:2]([CH3:1])(=[O:4])=[O:3])[CH:7]=2)=[N:25]1, predict the reactants needed to synthesize it. (3) The reactants are: [NH2:1][C:2]1[CH:3]=[C:4]2[C:8](=[CH:9][CH:10]=1)[NH:7][N:6]=[C:5]2[C:11]([O:13][CH3:14])=[O:12].[CH3:15][C:16]1[CH:17]=[CH:18][C:19](S(O)(=O)=O)=[CH:20][CH:21]=1.[CH3:26][N:27]([CH:29]=[O:30])C. Given the product [NH2:6][C:5]1[C:17]2[C:16](=[CH:21][CH:20]=[CH:19][CH:18]=2)[C:15]([O:30][C:29]2[CH:10]=[CH:2][N:1]=[C:26]([NH:1][C:2]3[CH:3]=[C:4]4[C:8](=[CH:9][CH:10]=3)[NH:7][N:6]=[C:5]4[C:11]([O:13][CH3:14])=[O:12])[N:27]=2)=[CH:3][CH:4]=1, predict the reactants needed to synthesize it. (4) Given the product [CH3:25][O:24][C:20]1[CH:19]=[C:18]([C:16]2[N:2]([C:4]3[CH:9]=[C:8]([C:10]#[N:11])[CH:7]=[CH:6][N:5]=3)[N:3]=[CH:14][CH:15]=2)[CH:23]=[CH:22][CH:21]=1, predict the reactants needed to synthesize it. The reactants are: Cl.[NH:2]([C:4]1[CH:9]=[C:8]([C:10]#[N:11])[CH:7]=[CH:6][N:5]=1)[NH2:3].CN(C)/[CH:14]=[CH:15]/[C:16]([C:18]1[CH:23]=[CH:22][CH:21]=[C:20]([O:24][CH3:25])[CH:19]=1)=O. (5) Given the product [CH2:1]([O:8][CH2:9][CH2:10][N:11]1[C:17](=[O:18])[C@@H:16]([NH:19][C:20](=[O:27])[C:21]([OH:26])([CH3:25])[C:22]([NH:40][CH2:39][CH2:38][C:37]([F:45])([F:36])[C:41]([F:44])([F:43])[F:42])=[O:23])[C:15]2[CH:28]=[CH:29][CH:30]=[CH:31][C:14]=2[C:13]2[CH:32]=[CH:33][CH:34]=[CH:35][C:12]1=2)[C:2]1[CH:7]=[CH:6][CH:5]=[CH:4][CH:3]=1, predict the reactants needed to synthesize it. The reactants are: [CH2:1]([O:8][CH2:9][CH2:10][N:11]1[C:17](=[O:18])[C@@H:16]([NH:19][C:20](=[O:27])[C:21]([OH:26])([CH3:25])[C:22](O)=[O:23])[C:15]2[CH:28]=[CH:29][CH:30]=[CH:31][C:14]=2[C:13]2[CH:32]=[CH:33][CH:34]=[CH:35][C:12]1=2)[C:2]1[CH:7]=[CH:6][CH:5]=[CH:4][CH:3]=1.[F:36][C:37]([F:45])([C:41]([F:44])([F:43])[F:42])[CH2:38][CH2:39][NH2:40]. (6) Given the product [NH2:34][C@H:35]([C:43]([OH:45])=[O:44])[CH2:36][C:37]1[CH:42]=[CH:41][CH:40]=[CH:39][CH:38]=1.[CH3:1][N:2]1[C@@H:19]2[CH2:20][C:7]3[CH:8]=[CH:9][C:10]([O:22][CH3:23])=[C:11]4[O:12][C@H:13]5[C:14]([CH2:16][CH2:17][C@:18]2([OH:21])[C@:5]5([C:6]=34)[CH2:4][CH2:3]1)=[O:15], predict the reactants needed to synthesize it. The reactants are: [CH3:1][N:2]1[C@@H:19]2[CH2:20][C:7]3[CH:8]=[CH:9][C:10]([O:22][CH3:23])=[C:11]4[O:12][C@H:13]5[C:14]([CH2:16][CH2:17][C@:18]2([OH:21])[C@:5]5([C:6]=34)[CH2:4][CH2:3]1)=[O:15].[Li]N([Si](C)(C)C)[Si](C)(C)C.[NH:34](C(OC(C)(C)C)=O)[C@H:35]([C:43]([O:45]N1C(=O)CCC1=O)=[O:44])[CH2:36][C:37]1[CH:42]=[CH:41][CH:40]=[CH:39][CH:38]=1. (7) Given the product [CH3:3][CH:2]([C:4]1[O:8][N:7]=[C:6]([CH2:9][O:10][C:11]2[C:12]([Cl:19])=[CH:13][C:14]([Cl:18])=[CH:15][C:16]=2[Cl:17])[C:5]=1[CH2:20][O:21][C:22]1[CH:23]=[C:24]2[C:28](=[CH:29][CH:30]=1)[N:27]([CH2:31][C:32]1[CH:33]=[C:34]([CH:39]=[CH:40][CH:41]=1)[C:35]([OH:37])=[O:36])[CH:26]=[CH:25]2)[CH3:1], predict the reactants needed to synthesize it. The reactants are: [CH3:1][CH:2]([C:4]1[O:8][N:7]=[C:6]([CH2:9][O:10][C:11]2[C:16]([Cl:17])=[CH:15][C:14]([Cl:18])=[CH:13][C:12]=2[Cl:19])[C:5]=1[CH2:20][O:21][C:22]1[CH:23]=[C:24]2[C:28](=[CH:29][CH:30]=1)[N:27]([CH2:31][C:32]1[CH:33]=[C:34]([CH:39]=[CH:40][CH:41]=1)[C:35]([O:37]C)=[O:36])[CH:26]=[CH:25]2)[CH3:3].O1CCCC1CO.[OH-].[Na+].Cl. (8) Given the product [F:15][C:16]1[CH:17]=[C:18]([C:31]2[C:32]([C:37]#[N:38])=[CH:33][CH:34]=[CH:35][CH:36]=2)[CH:19]=[C:20]([C:2]2[N:6]3[CH:7]=[CH:8][C:9]([C:11]([F:14])([F:13])[F:12])=[N:10][C:5]3=[N:4][CH:3]=2)[CH:21]=1, predict the reactants needed to synthesize it. The reactants are: Br[C:2]1[N:6]2[CH:7]=[CH:8][C:9]([C:11]([F:14])([F:13])[F:12])=[N:10][C:5]2=[N:4][CH:3]=1.[F:15][C:16]1[CH:17]=[C:18]([C:31]2[C:32]([C:37]#[N:38])=[CH:33][CH:34]=[CH:35][CH:36]=2)[CH:19]=[C:20](B2OC(C)(C)C(C)(C)O2)[CH:21]=1.